Dataset: Forward reaction prediction with 1.9M reactions from USPTO patents (1976-2016). Task: Predict the product of the given reaction. (1) Given the reactants C([Mg]Cl)CCC.[Li]CCCC.Br[C:13]1[CH:14]=[N:15][CH:16]=[C:17]([Br:19])[CH:18]=1.[O:20]=[C:21]1[CH2:26][CH2:25][N:24]([C:27]([O:29][C:30]([CH3:33])([CH3:32])[CH3:31])=[O:28])[CH2:23][CH2:22]1, predict the reaction product. The product is: [Br:19][C:17]1[CH:18]=[C:13]([C:21]2([OH:20])[CH2:22][CH2:23][N:24]([C:27]([O:29][C:30]([CH3:32])([CH3:31])[CH3:33])=[O:28])[CH2:25][CH2:26]2)[CH:14]=[N:15][CH:16]=1. (2) Given the reactants [OH:1][C@H:2]1[CH2:6][CH2:5][N:4]([C:7]2[CH:12]=[CH:11][C:10]([S:13]([NH:16][C:17]3[S:18][CH:19]=[CH:20][N:21]=3)(=[O:15])=[O:14])=[CH:9][CH:8]=2)[C:3]1=[O:22].[CH3:23][O:24][C:25]1[CH:30]=[CH:29][C:28]([S:31](Cl)(=[O:33])=[O:32])=[CH:27][CH:26]=1.CCN(C(C)C)C(C)C, predict the reaction product. The product is: [OH:1][C@H:2]1[CH2:6][CH2:5][N:4]([C:7]2[CH:12]=[CH:11][C:10]([S:13]([N:16]([S:31]([C:28]3[CH:27]=[CH:26][C:25]([O:24][CH3:23])=[CH:30][CH:29]=3)(=[O:33])=[O:32])[C:17]3[S:18][CH:19]=[CH:20][N:21]=3)(=[O:14])=[O:15])=[CH:9][CH:8]=2)[C:3]1=[O:22]. (3) Given the reactants [NH2:1][CH2:2][CH:3]([C:5]1[N:6]=[C:7]([C:10]2[CH:15]=[CH:14][C:13]([F:16])=[CH:12][CH:11]=2)[O:8][CH:9]=1)[OH:4].[F:17][C:18]([F:31])([F:30])[C:19]1[O:23][N:22]=[C:21]([CH2:24][CH2:25][CH2:26][C:27](O)=[O:28])[N:20]=1, predict the reaction product. The product is: [F:16][C:13]1[CH:14]=[CH:15][C:10]([C:7]2[O:8][CH:9]=[C:5]([CH:3]([OH:4])[CH2:2][NH:1][C:27](=[O:28])[CH2:26][CH2:25][CH2:24][C:21]3[N:20]=[C:19]([C:18]([F:30])([F:31])[F:17])[O:23][N:22]=3)[N:6]=2)=[CH:11][CH:12]=1. (4) Given the reactants [CH:1]1([CH2:4][CH2:5][O:6][CH2:7][C:8]2[N:13]=[C:12]([NH2:14])[CH:11]=[CH:10][CH:9]=2)[CH2:3][CH2:2]1.[Cl:15][C:16]1[CH:17]=[C:18]([S:22](Cl)(=[O:24])=[O:23])[CH:19]=[CH:20][CH:21]=1, predict the reaction product. The product is: [Cl:15][C:16]1[CH:17]=[C:18]([S:22]([NH:14][C:12]2[CH:11]=[CH:10][CH:9]=[C:8]([CH2:7][O:6][CH2:5][CH2:4][CH:1]3[CH2:3][CH2:2]3)[N:13]=2)(=[O:24])=[O:23])[CH:19]=[CH:20][CH:21]=1. (5) Given the reactants [I:1][C:2]1[C:7]([CH3:8])=[CH:6][N:5]=[C:4]([NH2:9])[CH:3]=1.CCN(C(C)C)C(C)C.[C:19](Cl)(=[O:22])[O:20][CH3:21], predict the reaction product. The product is: [I:1][C:2]1[C:7]([CH3:8])=[CH:6][N:5]=[C:4]([N:9]([C:19]([O:20][CH3:21])=[O:22])[C:19]([O:20][CH3:21])=[O:22])[CH:3]=1. (6) The product is: [CH2:11]([O:10][C:8](=[O:9])[CH2:7][C:5]1([C:23]2[CH:24]=[CH:25][CH:26]=[C:21]([O:20][CH2:13][C:14]3[CH:19]=[CH:18][CH:17]=[CH:16][CH:15]=3)[CH:22]=2)[CH2:6][O:3][CH2:4]1)[CH3:12]. Given the reactants [OH-].[K+].[O:3]1[CH2:6][C:5](=[CH:7][C:8]([O:10][CH2:11][CH3:12])=[O:9])[CH2:4]1.[CH2:13]([O:20][C:21]1[CH:22]=[C:23](B(O)O)[CH:24]=[CH:25][CH:26]=1)[C:14]1[CH:19]=[CH:18][CH:17]=[CH:16][CH:15]=1, predict the reaction product. (7) Given the reactants [CH2:1]([N:3]1[CH:7]=[C:6]([C:8]2[CH:13]=[CH:12][N:11]=[C:10]3[NH:14][CH:15]=[CH:16][C:9]=23)[C:5]([C:17]2[CH:23]=[CH:22][C:20]([NH2:21])=[CH:19][CH:18]=2)=[N:4]1)[CH3:2].[CH:24]1([N:29]=[C:30]=[O:31])[CH2:28][CH2:27][CH2:26][CH2:25]1, predict the reaction product. The product is: [CH:24]1([NH:29][C:30]([NH:21][C:20]2[CH:22]=[CH:23][C:17]([C:5]3[C:6]([C:8]4[CH:13]=[CH:12][N:11]=[C:10]5[NH:14][CH:15]=[CH:16][C:9]=45)=[CH:7][N:3]([CH2:1][CH3:2])[N:4]=3)=[CH:18][CH:19]=2)=[O:31])[CH2:28][CH2:27][CH2:26][CH2:25]1. (8) Given the reactants [NH2:1][C:2]1[C:3]2[C:10](Br)=[CH:9][N:8]([CH:12]3[CH2:15][N:14](C(OC(C)(C)C)=O)[CH2:13]3)[C:4]=2[N:5]=[CH:6][N:7]=1.CC1(C)C(C)(C)OB([C:31]2[CH:32]=[C:33]3[C:37](=[CH:38][CH:39]=2)[N:36]([C:40](=[O:52])[CH2:41][C:42]2[CH:47]=[CH:46][CH:45]=[C:44]([C:48]([F:51])([F:50])[F:49])[CH:43]=2)[CH2:35][CH2:34]3)O1.C([O-])(O)=O.[Na+].C(O)(C(F)(F)F)=O, predict the reaction product. The product is: [NH:14]1[CH2:13][CH:12]([N:8]2[C:4]3[N:5]=[CH:6][N:7]=[C:2]([NH2:1])[C:3]=3[C:10]([C:31]3[CH:32]=[C:33]4[C:37](=[CH:38][CH:39]=3)[N:36]([C:40](=[O:52])[CH2:41][C:42]3[CH:47]=[CH:46][CH:45]=[C:44]([C:48]([F:51])([F:49])[F:50])[CH:43]=3)[CH2:35][CH2:34]4)=[CH:9]2)[CH2:15]1.